This data is from Catalyst prediction with 721,799 reactions and 888 catalyst types from USPTO. The task is: Predict which catalyst facilitates the given reaction. (1) Reactant: [CH2:1]([O:3][C:4]([C:6]1[CH:7]=[N:8][C:9]2[C:14]([C:15]=1Cl)=[CH:13][C:12]([O:17][CH3:18])=[C:11]([O:19][CH2:20][CH2:21][CH2:22]C1CCCNC1)[CH:10]=2)=[O:5])[CH3:2].Cl.[CH3:30][CH:31]([O:33][C:34]1[CH:39]=[CH:38][C:37]([NH:40][C:41]([N:43]2[CH2:48][CH2:47][NH:46][CH2:45][CH2:44]2)=[O:42])=[CH:36][CH:35]=1)[CH3:32]. Product: [CH2:1]([O:3][C:4]([C:6]1[CH:7]=[N:8][C:9]2[C:14]([C:15]=1[N:46]1[CH2:45][CH2:44][N:43]([C:41](=[O:42])[NH:40][C:37]3[CH:38]=[CH:39][C:34]([O:33][CH:31]([CH3:30])[CH3:32])=[CH:35][CH:36]=3)[CH2:48][CH2:47]1)=[CH:13][C:12]([O:17][CH3:18])=[C:11]([O:19][CH2:20][CH2:21][CH2:22][N:8]1[CH2:9][CH2:14][CH2:15][CH2:6][CH2:7]1)[CH:10]=2)=[O:5])[CH3:2]. The catalyst class is: 3. (2) Reactant: [CH2:1]([O:8][C:9]1[CH:16]=[CH:15][CH:14]=[C:13]([F:17])[C:10]=1[CH:11]=[O:12])[C:2]1[CH:7]=[CH:6][CH:5]=[CH:4][CH:3]=1.[Cl-].[NH4+]. Product: [CH2:1]([O:8][C:9]1[CH:16]=[CH:15][CH:14]=[C:13]([F:17])[C:10]=1[CH:11]([C:14]1[CH:15]=[CH:16][C:9]([O:8][CH3:1])=[CH:10][CH:13]=1)[OH:12])[C:2]1[CH:3]=[CH:4][CH:5]=[CH:6][CH:7]=1. The catalyst class is: 1. (3) Reactant: CO[C:3]([CH2:9][C:10]1[CH:15]=[CH:14][CH:13]=[C:12]([Br:16])[CH:11]=1)=[C:4]([C:7]#[N:8])[C:5]#[N:6].Cl.[CH:18]([NH:21][NH2:22])([CH3:20])[CH3:19].C(N(CC)CC)C. Product: [NH2:6][C:5]1[N:21]([CH:18]([CH3:20])[CH3:19])[N:22]=[C:3]([CH2:9][C:10]2[CH:15]=[CH:14][CH:13]=[C:12]([Br:16])[CH:11]=2)[C:4]=1[C:7]#[N:8]. The catalyst class is: 8.